This data is from Full USPTO retrosynthesis dataset with 1.9M reactions from patents (1976-2016). The task is: Predict the reactants needed to synthesize the given product. (1) Given the product [CH2:1]([C:5]1[N:6]=[CH:7][N:8]([CH2:35][C:36]2[CH:41]=[CH:40][C:39]([F:42])=[CH:38][CH:37]=2)[C:9](=[O:26])[C:10]=1[CH2:11][C:12]1[CH:17]=[CH:16][C:15]([C:18]2[C:19]([C:24]#[N:25])=[CH:20][CH:21]=[CH:22][CH:23]=2)=[CH:14][CH:13]=1)[CH2:2][CH2:3][CH3:4], predict the reactants needed to synthesize it. The reactants are: [CH2:1]([C:5]1[N:6]=[CH:7][NH:8][C:9](=[O:26])[C:10]=1[CH2:11][C:12]1[CH:17]=[CH:16][C:15]([C:18]2[C:19]([C:24]#[N:25])=[CH:20][CH:21]=[CH:22][CH:23]=2)=[CH:14][CH:13]=1)[CH2:2][CH2:3][CH3:4].[H-].[Na+].CN(C)C=O.Br[CH2:35][C:36]1[CH:41]=[CH:40][C:39]([F:42])=[CH:38][CH:37]=1. (2) Given the product [CH3:49][O:50][C:51]1[CH:52]=[C:53]([N:54]2[C:12](=[O:13])[C:11]3[S:14][CH:15]=[C:16]([C:17]4[CH:22]=[CH:21][CH:20]=[CH:19][CH:18]=4)[C:10]=3[N:9]=[CH:8]2)[CH:55]=[CH:56][C:57]=1[O:58][CH3:59], predict the reactants needed to synthesize it. The reactants are: C1(N2[C:12](=[O:13])[C:11]3[S:14][CH:15]=[C:16]([C:17]4[CH:22]=[CH:21][CH:20]=[CH:19][CH:18]=4)[C:10]=3[N:9]=[CH:8]2)C=CC=CC=1.NC1C(C2C=CC=CC=2)=CSC=1C(OC)=O.C(OCC)(OCC)OCC.[CH3:49][O:50][C:51]1[CH:52]=[C:53]([CH:55]=[CH:56][C:57]=1[O:58][CH3:59])[NH2:54].